From a dataset of Full USPTO retrosynthesis dataset with 1.9M reactions from patents (1976-2016). Predict the reactants needed to synthesize the given product. (1) Given the product [CH3:31][C:21]1[N:22]=[C:23]2[N:24]([CH2:27][CH2:28][CH2:29][CH2:30]2)[C:25](=[O:26])[C:20]=1[CH2:19][CH2:18][N:12]1[CH2:11][CH2:10][CH:9]([C:6]2[C:5]3[CH:15]=[CH:16][C:2]([F:1])=[CH:3][C:4]=3[O:8][N:7]=2)[CH2:14][CH2:13]1, predict the reactants needed to synthesize it. The reactants are: [F:1][C:2]1[CH:16]=[CH:15][C:5]2[C:6]([CH:9]3[CH2:14][CH2:13][NH:12][CH2:11][CH2:10]3)=[N:7][O:8][C:4]=2[CH:3]=1.Cl[CH2:18][CH2:19][C:20]1[C:25](=[O:26])[N:24]2[CH2:27][CH2:28][CH2:29][CH2:30][C:23]2=[N:22][C:21]=1[CH3:31].C(=O)([O-])[O-].[Na+].[Na+]. (2) Given the product [Cl:41][C:42]1[CH:43]=[C:44]([NH:57][C:58]2[N:59]=[CH:60][N:61]=[C:62]3[S:77][C:65]4[C:66]5[C:70]([CH2:71][CH2:72][C:64]=4[C:63]=23)=[N:69][N:68]([CH2:73][CH2:74][O:75][CH3:76])[CH:67]=5)[CH:45]=[CH:46][C:47]=1[O:48][CH2:49][C:50]1[CH:55]=[CH:54][CH:53]=[C:52]([F:56])[CH:51]=1, predict the reactants needed to synthesize it. The reactants are: [H-].[Na+].ClC1C=C(NC2C3C4CCC5C(=CN(CCO)N=5)C=4SC=3N=CN=2)C=CC=1OCC1C=CC=C(F)C=1.IC.[Cl:41][C:42]1[CH:43]=[C:44]([N:57](C)[C:58]2[N:59]=[CH:60][N:61]=[C:62]3[S:77][C:65]4[C:66]5[C:70]([CH2:71][CH2:72][C:64]=4[C:63]=23)=[N:69][N:68]([CH2:73][CH2:74][O:75][CH3:76])[CH:67]=5)[CH:45]=[CH:46][C:47]=1[O:48][CH2:49][C:50]1[CH:55]=[CH:54][CH:53]=[C:52]([F:56])[CH:51]=1. (3) Given the product [OH2:23].[F:1][C:2]1[CH:3]=[CH:4][C:5]([CH2:6][CH2:7][NH:8][C:9](=[N:11][C:12]2[CH:20]=[C:19]3[C:15]([CH2:16][C@@H:17]([OH:36])[C@@H:18]3[NH:21][C:22]([C:24]3[CH:29]=[CH:28][C:27]([C:30]4[CH:31]=[CH:32][CH:33]=[CH:34][CH:35]=4)=[CH:26][CH:25]=3)=[O:23])=[CH:14][CH:13]=2)[CH3:10])=[CH:37][CH:38]=1.[C:27]1([C:30]2[CH:31]=[CH:32][CH:33]=[CH:34][CH:35]=2)[CH:26]=[CH:25][C:24]([C:22]([NH:21][C@@H:18]2[C:19]3[C:15](=[CH:14][CH:13]=[C:12]([N:11]=[C:9]([NH:8][CH2:7][CH2:6][C:5]4[CH:37]=[CH:38][C:2]([F:1])=[CH:3][CH:4]=4)[CH3:10])[CH:20]=3)[CH2:16][C@H:17]2[OH:36])=[O:23])=[CH:29][CH:28]=1, predict the reactants needed to synthesize it. The reactants are: [F:1][C:2]1[CH:38]=[CH:37][C:5]([CH2:6][CH2:7][NH:8][C:9](=[N:11][C:12]2[CH:20]=[C:19]3[C:15]([CH2:16][C@@H:17]([OH:36])[C@@H:18]3[NH:21][C:22]([C:24]3[CH:29]=[CH:28][C:27]([C:30]4[CH:35]=[CH:34][CH:33]=[CH:32][CH:31]=4)=[CH:26][CH:25]=3)=[O:23])=[CH:14][CH:13]=2)[CH3:10])=[CH:4][CH:3]=1.O. (4) Given the product [N:3]1[C:4]2[C:9](=[N:8][CH:7]=[CH:6][CH:5]=2)[CH:10]=[CH:11][C:2]=1[CH2:1][C:18]([C:13]1[CH:14]=[CH:15][CH:16]=[CH:17][N:12]=1)=[O:19], predict the reactants needed to synthesize it. The reactants are: [CH3:1][C:2]1[CH:11]=[CH:10][C:9]2[C:4](=[CH:5][CH:6]=[CH:7][N:8]=2)[N:3]=1.[N:12]1[CH:17]=[CH:16][CH:15]=[CH:14][C:13]=1[C:18](OCC)=[O:19].[K].[Cl-].[NH4+].